This data is from Forward reaction prediction with 1.9M reactions from USPTO patents (1976-2016). The task is: Predict the product of the given reaction. Given the reactants [NH2:1][C:2]1[N:7]=[C:6]([C:8]2[CH:13]=[C:12]([CH2:14][CH3:15])[C:11](=[O:16])[NH:10][C:9]=2[CH3:17])[CH:5]=[CH:4][CH:3]=1.[C:18]([NH:21][C:22]1[CH:27]=[CH:26][C:25]([S:28](Cl)(=[O:30])=[O:29])=[CH:24][CH:23]=1)(=[O:20])[CH3:19], predict the reaction product. The product is: [CH2:14]([C:12]1[C:11](=[O:16])[NH:10][C:9]([CH3:17])=[C:8]([C:6]2[CH:5]=[CH:4][CH:3]=[C:2]([NH:1][S:28]([C:25]3[CH:24]=[CH:23][C:22]([NH:21][C:18](=[O:20])[CH3:19])=[CH:27][CH:26]=3)(=[O:30])=[O:29])[N:7]=2)[CH:13]=1)[CH3:15].